Dataset: Catalyst prediction with 721,799 reactions and 888 catalyst types from USPTO. Task: Predict which catalyst facilitates the given reaction. Reactant: [Cl:1][C:2]1[C:7]([C:8]2[CH:13]=[CH:12][CH:11]=[CH:10][CH:9]=2)=[N:6][N:5]=[C:4]2[N:14]([CH2:23][C:24]([OH:26])=O)[N:15]=[C:16]([C:17]3[CH:22]=[CH:21][CH:20]=[CH:19][CH:18]=3)[C:3]=12.[CH3:27][S:28]([N:31]1[CH2:36][CH2:35][NH:34][CH2:33][CH2:32]1)(=[O:30])=[O:29].C(N(C(C)C)CC)(C)C.F[P-](F)(F)(F)(F)F.N1(OC(N(C)C)=[N+](C)C)C2N=CC=CC=2N=N1. Product: [Cl:1][C:2]1[C:7]([C:8]2[CH:13]=[CH:12][CH:11]=[CH:10][CH:9]=2)=[N:6][N:5]=[C:4]2[N:14]([CH2:23][C:24]([N:34]3[CH2:35][CH2:36][N:31]([S:28]([CH3:27])(=[O:30])=[O:29])[CH2:32][CH2:33]3)=[O:26])[N:15]=[C:16]([C:17]3[CH:22]=[CH:21][CH:20]=[CH:19][CH:18]=3)[C:3]=12. The catalyst class is: 31.